Task: Predict the reactants needed to synthesize the given product.. Dataset: Full USPTO retrosynthesis dataset with 1.9M reactions from patents (1976-2016) (1) The reactants are: [C:1]([O:5][C:6]([NH:8][C@H:9]([CH2:14][CH:15]=[CH2:16])[C:10](OC)=[O:11])=[O:7])([CH3:4])([CH3:3])[CH3:2].[H-].[H-].[H-].[H-].[Li+].[Al+3]. Given the product [C:1]([O:5][C:6](=[O:7])[NH:8][C@H:9]([CH2:14][CH:15]=[CH2:16])[CH2:10][OH:11])([CH3:4])([CH3:3])[CH3:2], predict the reactants needed to synthesize it. (2) Given the product [ClH:37].[F:11][C:9]([F:10])([F:12])[C:7]1[CH:6]=[C:5]([C@@H:13]([O:15][C@H:16]2[CH2:21][CH2:20][NH:19][CH2:18][C@H:17]2[C:29]2[CH:34]=[CH:33][CH:32]=[CH:31][CH:30]=2)[CH3:14])[CH:4]=[C:3]([C:2]([F:36])([F:1])[F:35])[CH:8]=1, predict the reactants needed to synthesize it. The reactants are: [F:1][C:2]([F:36])([F:35])[C:3]1[CH:4]=[C:5]([C@@H:13]([O:15][C@H:16]2[CH2:21][CH2:20][N:19](C(OC(C)(C)C)=O)[CH2:18][C@H:17]2[C:29]2[CH:34]=[CH:33][CH:32]=[CH:31][CH:30]=2)[CH3:14])[CH:6]=[C:7]([C:9]([F:12])([F:11])[F:10])[CH:8]=1.[ClH:37].C(OCC)(=O)C. (3) Given the product [CH3:25][O:26][CH2:27][C@@H:28]([O:30][C:31]1[CH:32]=[C:33]([CH:37]=[C:38]([O:40][C:41]2[CH:42]=[CH:43][C:44]([S:47]([CH3:50])(=[O:48])=[O:49])=[CH:45][CH:46]=2)[CH:39]=1)[C:34]([NH:60][C:61]1[CH:65]=[C:64]([CH3:66])[N:63]([C:67]([O:69][C:70]([CH3:73])([CH3:72])[CH3:71])=[O:68])[N:62]=1)=[O:35])[CH3:29], predict the reactants needed to synthesize it. The reactants are: CN(C(ON1N=NC2C=CC=NC1=2)=[N+](C)C)C.F[P-](F)(F)(F)(F)F.[CH3:25][O:26][CH2:27][C@@H:28]([O:30][C:31]1[CH:32]=[C:33]([CH:37]=[C:38]([O:40][C:41]2[CH:46]=[CH:45][C:44]([S:47]([CH3:50])(=[O:49])=[O:48])=[CH:43][CH:42]=2)[CH:39]=1)[C:34](O)=[O:35])[CH3:29].CCN(C(C)C)C(C)C.[NH2:60][C:61]1[CH:65]=[C:64]([CH3:66])[N:63]([C:67]([O:69][C:70]([CH3:73])([CH3:72])[CH3:71])=[O:68])[N:62]=1. (4) Given the product [OH:29][C@:25]([C:22]1[CH:21]=[C:20]([CH3:19])[O:24][N:23]=1)([CH3:26])[C:27]#[C:28][C:2]1[CH:3]=[CH:4][C:5]2[O:6][CH2:7][CH2:8][C:9]3[N:10]([CH:13]=[C:14]([C:16]([NH2:18])=[O:17])[N:15]=3)[C:11]=2[N:12]=1, predict the reactants needed to synthesize it. The reactants are: Cl[C:2]1[CH:3]=[CH:4][C:5]2[O:6][CH2:7][CH2:8][C:9]3[N:10]([CH:13]=[C:14]([C:16]([NH2:18])=[O:17])[N:15]=3)[C:11]=2[N:12]=1.[CH3:19][C:20]1[O:24][N:23]=[C:22]([C@:25]([OH:29])([C:27]#[CH:28])[CH3:26])[CH:21]=1.